This data is from Reaction yield outcomes from USPTO patents with 853,638 reactions. The task is: Predict the reaction yield, written as a fraction of the theoretical maximum amount of product (1.0 means a 100% yield; for example, 0.34 means a 34% yield). (1) The catalyst is C1(C)C=CC=CC=1.O.C([O-])(=O)C.[Pd+2].C([O-])(=O)C. The product is [CH3:10][O:11][N:12]=[C:13]1[C:21]2[C:16](=[CH:17][C:18]([C:2]3[CH:6]=[CH:5][O:4][C:3]=3[C:7](=[O:9])[CH3:8])=[CH:19][CH:20]=2)[CH2:15][CH2:14]1. The yield is 0.700. The reactants are Br[C:2]1[CH:6]=[CH:5][O:4][C:3]=1[C:7](=[O:9])[CH3:8].[CH3:10][O:11][N:12]=[C:13]1[C:21]2[C:16](=[CH:17][C:18](B(O)O)=[CH:19][CH:20]=2)[CH2:15][CH2:14]1.C(=O)([O-])[O-].[Na+].[Na+].C1(P(C2C=CC=CC=2)C2C=CC=CC=2)C=CC=CC=1. (2) The reactants are C([O:5][C:6]([C:8]1([CH3:34])[CH:12]([C:13]2[CH:18]=[CH:17][CH:16]=[C:15]([Cl:19])[CH:14]=2)[C:11]([C:22]2[CH:27]=[CH:26][C:25]([Cl:28])=[CH:24][CH:23]=2)([C:20]#[N:21])[CH:10]([CH2:29][C:30]([CH3:33])([CH3:32])[CH3:31])[NH:9]1)=[O:7])(C)(C)C.[F:35][C:36]([F:41])([F:40])[C:37]([OH:39])=[O:38]. The catalyst is ClCCl. The product is [F:35][C:36]([F:41])([F:40])[C:37]([OH:39])=[O:38].[Cl:19][C:15]1[CH:14]=[C:13]([CH:12]2[C:11]([C:22]3[CH:27]=[CH:26][C:25]([Cl:28])=[CH:24][CH:23]=3)([C:20]#[N:21])[CH:10]([CH2:29][C:30]([CH3:31])([CH3:32])[CH3:33])[NH:9][C:8]2([CH3:34])[C:6]([OH:7])=[O:5])[CH:18]=[CH:17][CH:16]=1. The yield is 0.980.